Dataset: Reaction yield outcomes from USPTO patents with 853,638 reactions. Task: Predict the reaction yield, written as a fraction of the theoretical maximum amount of product (1.0 means a 100% yield; for example, 0.34 means a 34% yield). (1) The reactants are COC1C=C(OC)C=CC=1C[N:6]([C:25]1[S:29][N:28]=[CH:27][N:26]=1)[S:7]([C:10]1[CH:19]=[CH:18][C:17]2[C:12](=[CH:13][CH:14]=[CH:15][C:16]=2[CH:20]2[CH2:24][CH2:23][CH2:22][NH:21]2)[CH:11]=1)(=[O:9])=[O:8].COC(C)(C)C.C(=O)([O-])[O-].[Cs+].[Cs+].Br[C:49]1[CH:54]=[CH:53][CH:52]=[CH:51][N:50]=1. The catalyst is CCOC(C)=O.C1(C)C=CC=CC=1. The product is [N:50]1[CH:51]=[CH:52][CH:53]=[CH:54][C:49]=1[N:21]1[CH2:22][CH2:23][CH2:24][CH:20]1[C:16]1[CH:15]=[CH:14][CH:13]=[C:12]2[C:17]=1[CH:18]=[CH:19][C:10]([S:7]([NH:6][C:25]1[S:29][N:28]=[CH:27][N:26]=1)(=[O:9])=[O:8])=[CH:11]2. The yield is 0.333. (2) The reactants are [O:1]1[CH2:6][CH2:5][N:4]([C:7]2[S:8][C:9]3[CH2:10][N:11](C(OC(C)(C)C)=O)[CH2:12][CH2:13][C:14]=3[N:15]=2)[CH2:3][CH2:2]1.Cl.C(OCC)(=O)C. No catalyst specified. The product is [N:15]1[C:14]2[CH2:13][CH2:12][NH:11][CH2:10][C:9]=2[S:8][C:7]=1[N:4]1[CH2:3][CH2:2][O:1][CH2:6][CH2:5]1. The yield is 0.555. (3) The reactants are Br[C:2]1[CH:7]=[CH:6][C:5]([C:8]2[N:9]([CH2:17][C@@H:18]3[CH2:22][CH2:21][N:20]([C:23]([CH:25]4[CH2:27][CH2:26]4)=[O:24])[CH2:19]3)[C:10]3[CH:15]=[CH:14][N:13]=[CH:12][C:11]=3[N:16]=2)=[CH:4][CH:3]=1.C([O-])(=O)C.[K+].Br[C:34]1[CH:39]=[CH:38][N:37]=[C:36]2[NH:40][CH:41]=[CH:42][C:35]=12.C(=O)([O-])[O-].[K+].[K+]. The catalyst is O1CCOCC1.C1C=CC(P(C2C=CC=CC=2)[C-]2C=CC=C2)=CC=1.C1C=CC(P(C2C=CC=CC=2)[C-]2C=CC=C2)=CC=1.Cl[Pd]Cl.[Fe+2].ClCCl. The product is [CH:25]1([C:23]([N:20]2[CH2:21][CH2:22][C@@H:18]([CH2:17][N:9]3[C:10]4[CH:15]=[CH:14][N:13]=[CH:12][C:11]=4[N:16]=[C:8]3[C:5]3[CH:6]=[CH:7][C:2]([C:34]4[CH:39]=[CH:38][N:37]=[C:36]5[NH:40][CH:41]=[CH:42][C:35]=45)=[CH:3][CH:4]=3)[CH2:19]2)=[O:24])[CH2:27][CH2:26]1. The yield is 0.400. (4) The catalyst is CN(C)C=O.C(OCC)(=O)C. The yield is 0.784. The reactants are [C:1]([N:4]1[CH2:9][CH2:8][N:7]([C:10]2[CH:11]=[CH:12][C:13]([CH2:16][CH2:17][C:18]3[CH:19]=[C:20]([CH2:24][C:25](O)=[O:26])[CH:21]=[CH:22][CH:23]=3)=[N:14][CH:15]=2)[CH2:6][CH2:5]1)(=[O:3])[CH3:2].C(N1C=CN=C1)(N1C=CN=C1)=O.[C:40]([O:44][C:45]([CH3:48])([CH3:47])[CH3:46])(=[O:43])[NH:41][NH2:42].O. The product is [C:1]([N:4]1[CH2:5][CH2:6][N:7]([C:10]2[CH:11]=[CH:12][C:13]([CH2:16][CH2:17][C:18]3[CH:19]=[C:20]([CH2:24][C:25]([NH:42][NH:41][C:40]([O:44][C:45]([CH3:48])([CH3:47])[CH3:46])=[O:43])=[O:26])[CH:21]=[CH:22][CH:23]=3)=[N:14][CH:15]=2)[CH2:8][CH2:9]1)(=[O:3])[CH3:2]. (5) The reactants are C[O:2][C:3](=[O:14])[C:4]1[CH:9]=[CH:8][C:7]([CH2:10][O:11][NH2:12])=[CH:6][C:5]=1[Br:13].[CH2:15]([N:22]1[C:30]2[C:25](=[CH:26][CH:27]=[CH:28][CH:29]=2)[CH:24]=[C:23]1[CH:31]=O)[C:16]1[CH:21]=[CH:20][CH:19]=[CH:18][CH:17]=1.[OH-].[Na+]. No catalyst specified. The product is [CH2:15]([N:22]1[C:30]2[C:25](=[CH:26][CH:27]=[CH:28][CH:29]=2)[CH:24]=[C:23]1/[CH:31]=[N:12]/[O:11][CH2:10][C:7]1[CH:8]=[CH:9][C:4]([C:3]([OH:2])=[O:14])=[C:5]([Br:13])[CH:6]=1)[C:16]1[CH:17]=[CH:18][CH:19]=[CH:20][CH:21]=1. The yield is 0.510. (6) The reactants are [NH2:1][C:2]1[C:3]([N+:18]([O-])=O)=[C:4]([CH:9]=[C:10]([N:12]2[CH2:17][CH2:16][O:15][CH2:14][CH2:13]2)[CH:11]=1)[C:5]([O:7][CH3:8])=[O:6]. The catalyst is CCO.[Pd]. The product is [CH3:8][O:7][C:5](=[O:6])[C:4]1[CH:9]=[C:10]([N:12]2[CH2:13][CH2:14][O:15][CH2:16][CH2:17]2)[CH:11]=[C:2]([NH2:1])[C:3]=1[NH2:18]. The yield is 0.695.